Dataset: NCI-60 drug combinations with 297,098 pairs across 59 cell lines. Task: Regression. Given two drug SMILES strings and cell line genomic features, predict the synergy score measuring deviation from expected non-interaction effect. (1) Drug 1: CC1=C(C=C(C=C1)C(=O)NC2=CC(=CC(=C2)C(F)(F)F)N3C=C(N=C3)C)NC4=NC=CC(=N4)C5=CN=CC=C5. Drug 2: C1=CC=C(C(=C1)C(C2=CC=C(C=C2)Cl)C(Cl)Cl)Cl. Cell line: OVCAR-8. Synergy scores: CSS=-3.09, Synergy_ZIP=0.304, Synergy_Bliss=-3.06, Synergy_Loewe=-3.66, Synergy_HSA=-4.81. (2) Drug 1: CNC(=O)C1=CC=CC=C1SC2=CC3=C(C=C2)C(=NN3)C=CC4=CC=CC=N4. Drug 2: CCC1(CC2CC(C3=C(CCN(C2)C1)C4=CC=CC=C4N3)(C5=C(C=C6C(=C5)C78CCN9C7C(C=CC9)(C(C(C8N6C=O)(C(=O)OC)O)OC(=O)C)CC)OC)C(=O)OC)O.OS(=O)(=O)O. Cell line: SK-MEL-28. Synergy scores: CSS=12.3, Synergy_ZIP=-7.17, Synergy_Bliss=1.45, Synergy_Loewe=-34.9, Synergy_HSA=-1.55. (3) Drug 1: C1CCC(CC1)NC(=O)N(CCCl)N=O. Drug 2: CC1=C(C(=CC=C1)Cl)NC(=O)C2=CN=C(S2)NC3=CC(=NC(=N3)C)N4CCN(CC4)CCO. Cell line: SN12C. Synergy scores: CSS=33.9, Synergy_ZIP=-0.581, Synergy_Bliss=3.24, Synergy_Loewe=0.704, Synergy_HSA=6.75. (4) Drug 1: C(CC(=O)O)C(=O)CN.Cl. Drug 2: CS(=O)(=O)OCCCCOS(=O)(=O)C. Cell line: SF-295. Synergy scores: CSS=19.6, Synergy_ZIP=-3.09, Synergy_Bliss=-0.369, Synergy_Loewe=-0.858, Synergy_HSA=1.29. (5) Drug 2: C1=NNC2=C1C(=O)NC=N2. Drug 1: CC1=C2C(C(=O)C3(C(CC4C(C3C(C(C2(C)C)(CC1OC(=O)C(C(C5=CC=CC=C5)NC(=O)OC(C)(C)C)O)O)OC(=O)C6=CC=CC=C6)(CO4)OC(=O)C)OC)C)OC. Cell line: MCF7. Synergy scores: CSS=44.0, Synergy_ZIP=5.46, Synergy_Bliss=5.78, Synergy_Loewe=-4.07, Synergy_HSA=7.95. (6) Drug 1: CC12CCC(CC1=CCC3C2CCC4(C3CC=C4C5=CN=CC=C5)C)O. Drug 2: C1=CC(=C2C(=C1NCCNCCO)C(=O)C3=C(C=CC(=C3C2=O)O)O)NCCNCCO. Cell line: RPMI-8226. Synergy scores: CSS=53.7, Synergy_ZIP=4.35, Synergy_Bliss=3.48, Synergy_Loewe=0.410, Synergy_HSA=5.39.